This data is from Reaction yield outcomes from USPTO patents with 853,638 reactions. The task is: Predict the reaction yield, written as a fraction of the theoretical maximum amount of product (1.0 means a 100% yield; for example, 0.34 means a 34% yield). (1) The reactants are [CH2:1]([O:3][CH:4]([O:9][CH2:10][CH3:11])[C:5](=[NH:8])OC)[CH3:2].CN[N:14]=[C:15]([C:17]1[CH:22]=[CH:21][CH:20]=[C:19]([CH3:23])[N:18]=1)[NH2:16].[C:24](O)(=O)C.C([O-])([O-])=O.[K+].[K+]. The catalyst is CO. The product is [CH2:10]([O:9][CH:4]([O:3][CH2:1][CH3:2])[C:5]1[N:8]([CH3:24])[N:16]=[C:15]([C:17]2[CH:22]=[CH:21][CH:20]=[C:19]([CH3:23])[N:18]=2)[N:14]=1)[CH3:11]. The yield is 0.570. (2) The product is [CH:13]([O:12][C:9]1([C:6]2[CH:5]=[CH:4][C:3]([C:1]#[C:2][C:25]3[CH:26]=[CH:27][C:22]([CH2:21][C:20]([O:19][CH3:18])=[O:29])=[CH:23][CH:24]=3)=[CH:8][C:7]=2[CH2:30][CH3:31])[CH2:10][CH2:11]1)([CH3:14])[CH3:15]. The catalyst is [Cu]I.Cl[Pd](Cl)([P](C1C=CC=CC=1)(C1C=CC=CC=1)C1C=CC=CC=1)[P](C1C=CC=CC=1)(C1C=CC=CC=1)C1C=CC=CC=1. The reactants are [C:1]([C:3]1[CH:8]=[CH:7][C:6]([C:9]2([O:12][CH:13]([CH3:15])[CH3:14])[CH2:11][CH2:10]2)=[CH:5][C:4]=1CC)#[CH:2].[CH3:18][O:19][C:20](=[O:29])[CH2:21][C:22]1[CH:27]=[CH:26][C:25](I)=[CH:24][CH:23]=1.[CH2:30](N(CC)CC)[CH3:31]. The yield is 0.700. (3) The reactants are [Br:1][C:2]1[CH:3]=[C:4]([CH:7]=[C:8]([F:10])[CH:9]=1)[CH:5]=O.[CH3:11][N:12]1[CH2:17][CH2:16][NH:15][CH2:14][CH2:13]1.CC(O)=O.[BH3-]C#N.[Na+]. The catalyst is CO. The product is [Br:1][C:2]1[CH:3]=[C:4]([CH:7]=[C:8]([F:10])[CH:9]=1)[CH2:5][N:15]1[CH2:16][CH2:17][N:12]([CH3:11])[CH2:13][CH2:14]1. The yield is 0.510. (4) The reactants are [Cl-:1].[Cl-].[Cl-].[Al+3].[Cl:5][C:6]1[CH:14]=[CH:13][CH:12]=[CH:11][C:7]=1[C:8](Cl)=[O:9].[NH2:15][C:16]1[N:20]([C:21]2[C:26]([Cl:27])=[CH:25][C:24]([Cl:28])=[CH:23][C:22]=2[Cl:29])[N:19]=[C:18]([CH3:30])[CH:17]=1. The catalyst is ClC(Cl)C(Cl)Cl. The product is [Cl:5][C:6]1[CH:14]=[CH:13][CH:12]=[CH:11][C:7]=1[C:8]([NH:15][C:16]1[N:20]([C:21]2[C:26]([Cl:27])=[CH:25][C:24]([Cl:28])=[CH:23][C:22]=2[Cl:29])[N:19]=[C:18]([CH3:30])[C:17]=1[C:8](=[O:9])[C:7]1[CH:11]=[CH:12][CH:13]=[CH:14][C:6]=1[Cl:1])=[O:9]. The yield is 0.510. (5) The reactants are O=C1C2C(=CC=CC=2)C(=O)[N:3]1[CH2:12][CH2:13][CH2:14][O:15][C:16]1[CH:21]=[CH:20][C:19]([F:22])=[CH:18][C:17]=1[C@H:23]1[CH2:27][CH2:26][CH2:25][N:24]1[C:28]1[CH:33]=[CH:32][N:31]2[N:34]=[CH:35][C:36]([C:37]([O:39][CH2:40][CH3:41])=[O:38])=[C:30]2[N:29]=1.O.NN.C1COCC1. The catalyst is CO. The product is [NH2:3][CH2:12][CH2:13][CH2:14][O:15][C:16]1[CH:21]=[CH:20][C:19]([F:22])=[CH:18][C:17]=1[C@H:23]1[CH2:27][CH2:26][CH2:25][N:24]1[C:28]1[CH:33]=[CH:32][N:31]2[N:34]=[CH:35][C:36]([C:37]([O:39][CH2:40][CH3:41])=[O:38])=[C:30]2[N:29]=1. The yield is 0.720. (6) The reactants are [Br:1][C:2]1[CH:3]=[C:4]2[C:8](=[CH:9][CH:10]=1)[NH:7][C:6](=[O:11])[CH2:5]2.[N:12]1[CH:17]=[CH:16][C:15]([CH2:18][NH:19][C:20]([C:22]2[C:26]([CH3:27])=[C:25]([CH:28]=O)[NH:24][C:23]=2[CH3:30])=[O:21])=[CH:14][CH:13]=1. No catalyst specified. The product is [N:12]1[CH:13]=[CH:14][C:15]([CH2:18][NH:19][C:20]([C:22]2[C:26]([CH3:27])=[C:25]([CH:28]=[C:5]3[C:4]4[C:8](=[CH:9][CH:10]=[C:2]([Br:1])[CH:3]=4)[NH:7][C:6]3=[O:11])[NH:24][C:23]=2[CH3:30])=[O:21])=[CH:16][CH:17]=1. The yield is 0.0400. (7) The reactants are [F:1][C:2]1[CH:7]=[C:6]([CH:8]=[CH2:9])[CH:5]=[C:4]([F:10])[C:3]=1[C:11]1[N:16]=[C:15]([C:17]([NH:19][C:20]2[CH:21]=[N:22][CH:23]=[CH:24][C:25]=2[C@@H:26]2[CH2:31][C@H:30]([CH3:32])[CH2:29][C@H:28]([NH:33][C:34](=[O:40])[O:35][C:36]([CH3:39])([CH3:38])[CH3:37])[CH2:27]2)=[O:18])[CH:14]=[CH:13][C:12]=1[F:41]. The catalyst is CO.[Pd]. The product is [CH2:8]([C:6]1[CH:7]=[C:2]([F:1])[C:3]([C:11]2[N:16]=[C:15]([C:17]([NH:19][C:20]3[CH:21]=[N:22][CH:23]=[CH:24][C:25]=3[C@@H:26]3[CH2:31][C@H:30]([CH3:32])[CH2:29][C@H:28]([NH:33][C:34](=[O:40])[O:35][C:36]([CH3:38])([CH3:37])[CH3:39])[CH2:27]3)=[O:18])[CH:14]=[CH:13][C:12]=2[F:41])=[C:4]([F:10])[CH:5]=1)[CH3:9]. The yield is 0.930. (8) The reactants are [Cl:1][C:2]1[N:7]=[C:6](Cl)[C:5]([Cl:9])=[CH:4][N:3]=1.[NH2:10][C:11]1[CH:12]=[CH:13][C:14]2[C:20](=[O:21])[N:19]([CH2:22][CH3:23])[CH2:18][CH2:17][N:16]([CH2:24][CH3:25])[C:15]=2[CH:26]=1.CN(C)C=O.C(=O)([O-])[O-].[K+].[K+]. No catalyst specified. The product is [Cl:1][C:2]1[N:7]=[C:6]([NH:10][C:11]2[CH:12]=[CH:13][C:14]3[C:20](=[O:21])[N:19]([CH2:22][CH3:23])[CH2:18][CH2:17][N:16]([CH2:24][CH3:25])[C:15]=3[CH:26]=2)[C:5]([Cl:9])=[CH:4][N:3]=1. The yield is 0.540. (9) The reactants are [F:1][C:2]1[CH:3]=[C:4]([CH:8]2[CH2:10][O:9]2)[CH:5]=[CH:6][CH:7]=1.[OH:11][C:12]1[CH:19]=[CH:18][C:15]([CH:16]=[O:17])=[CH:14][CH:13]=1.[OH-].[Na+]. The catalyst is C1(C)C=CC=CC=1. The product is [F:1][C:2]1[CH:3]=[C:4]([CH:8]([OH:9])[CH2:10][O:11][C:12]2[CH:19]=[CH:18][C:15]([CH:16]=[O:17])=[CH:14][CH:13]=2)[CH:5]=[CH:6][CH:7]=1. The yield is 0.170. (10) The reactants are [CH3:1][C:2]1([CH3:40])[CH2:13][C:12]2[CH:11]=[C:10]3[N:5]([CH2:6][CH2:7][N:8]([C:15]4[C:20]([CH:21]=[O:22])=[C:19]([C:23]5[CH:28]=[C:27]([NH:29][C:30]6[CH:35]=[C:34]([CH3:36])[N:33]=[C:32]([CH3:37])[N:31]=6)[C:26](=[O:38])[N:25]([CH3:39])[CH:24]=5)[CH:18]=[CH:17][N:16]=4)[C:9]3=[O:14])[C:4]=2[CH2:3]1.[BH4-].[Na+]. The catalyst is CO. The product is [CH3:37][C:32]1[N:31]=[C:30]([NH:29][C:27]2[C:26](=[O:38])[N:25]([CH3:39])[CH:24]=[C:23]([C:19]3[CH:18]=[CH:17][N:16]=[C:15]([N:8]4[CH2:7][CH2:6][N:5]5[C:4]6[CH2:3][C:2]([CH3:40])([CH3:1])[CH2:13][C:12]=6[CH:11]=[C:10]5[C:9]4=[O:14])[C:20]=3[CH2:21][OH:22])[CH:28]=2)[CH:35]=[C:34]([CH3:36])[N:33]=1. The yield is 0.170.